From a dataset of Forward reaction prediction with 1.9M reactions from USPTO patents (1976-2016). Predict the product of the given reaction. (1) Given the reactants ClC(OCC(C)C)=O.[CH3:9][C:10]1([C:15]([OH:17])=O)[CH2:14][S:13][S:12][CH2:11]1.C([N:20](CC)CC)C.N, predict the reaction product. The product is: [CH3:9][C:10]1([C:15]([NH2:20])=[O:17])[CH2:14][S:13][S:12][CH2:11]1. (2) Given the reactants Br[C:2]1[CH:3]=[N:4][CH:5]=[C:6]([CH:12]=1)[C:7]([O:9][CH2:10][CH3:11])=[O:8].[CH2:13]([C:15]1[CH:20]=[CH:19][C:18](B(O)O)=[CH:17][CH:16]=1)[CH3:14], predict the reaction product. The product is: [CH2:13]([C:15]1[CH:20]=[CH:19][C:18]([C:2]2[CH:12]=[C:6]([C:7]([O:9][CH2:10][CH3:11])=[O:8])[CH:5]=[N:4][CH:3]=2)=[CH:17][CH:16]=1)[CH3:14]. (3) Given the reactants CO[C:3]([CH:5]1[C:9](=O)[CH2:8][O:7][CH2:6]1)=[O:4].[F:11][C:12]1[CH:20]=[CH:19][C:18]([Cl:21])=[CH:17][C:13]=1[C:14]([NH2:16])=[NH:15], predict the reaction product. The product is: [Cl:21][C:18]1[CH:19]=[CH:20][C:12]([F:11])=[C:13]([C:14]2[N:16]=[C:3]([OH:4])[C:5]3[CH2:6][O:7][CH2:8][C:9]=3[N:15]=2)[CH:17]=1. (4) Given the reactants [F:1][C:2]1[CH:7]=[C:6](B2OC(C)(C)C(C)(C)O2)[CH:5]=[CH:4][C:3]=1[C:17]1[CH:18]=[N:19][C:20]([NH2:23])=[N:21][CH:22]=1.Br[C:25]1[CH:30]=[CH:29][CH:28]=[CH:27][C:26]=1[S:31]([C:34]([CH3:38])([CH3:37])[C:35]#[N:36])(=[O:33])=[O:32], predict the reaction product. The product is: [NH2:23][C:20]1[N:21]=[CH:22][C:17]([C:3]2[CH:4]=[CH:5][C:6]([C:25]3[CH:30]=[CH:29][CH:28]=[CH:27][C:26]=3[S:31]([C:34]([CH3:38])([CH3:37])[C:35]#[N:36])(=[O:33])=[O:32])=[CH:7][C:2]=2[F:1])=[CH:18][N:19]=1. (5) The product is: [CH3:1][O:2][C:3]([CH:5]1[CH2:10][CH2:9][CH:8]([C:11]([O:13][CH3:14])=[O:12])[CH2:7][N:6]1[S:16]([CH3:15])(=[O:18])=[O:17])=[O:4]. Given the reactants [CH3:1][O:2][C:3]([C@H:5]1[CH2:10][CH2:9][C@@H:8]([C:11]([O:13][CH3:14])=[O:12])[CH2:7][NH:6]1)=[O:4].[CH3:15][S:16](Cl)(=[O:18])=[O:17], predict the reaction product. (6) Given the reactants [NH2:1][C:2]1[S:3][C:4]([C:10]2[CH:15]=[CH:14][C:13]([C:16]([OH:19])([CH3:18])[CH3:17])=[CH:12][C:11]=2[F:20])=[CH:5][C:6]=1[C:7]([NH2:9])=[O:8].Br[C:22]1[C:23]([CH2:28][N:29]2[CH2:33][CH2:32][CH2:31][C:30]2=[O:34])=[N:24][CH:25]=[CH:26][CH:27]=1, predict the reaction product. The product is: [F:20][C:11]1[CH:12]=[C:13]([C:16]([OH:19])([CH3:17])[CH3:18])[CH:14]=[CH:15][C:10]=1[C:4]1[S:3][C:2]([NH:1][C:25]2[CH:26]=[CH:27][CH:22]=[C:23]([CH2:28][N:29]3[CH2:33][CH2:32][CH2:31][C:30]3=[O:34])[N:24]=2)=[C:6]([C:7]([NH2:9])=[O:8])[CH:5]=1.